Binary Classification. Given a drug SMILES string, predict its activity (active/inactive) in a high-throughput screening assay against a specified biological target. From a dataset of HIV replication inhibition screening data with 41,000+ compounds from the AIDS Antiviral Screen. (1) The drug is CCCCOC(=O)NC1CCc2cc(OC)c(OC)c(OC)c2-c2ccc(SC)c(=O)cc21. The result is 0 (inactive). (2) The molecule is Nc1ccc2c(c1)NC(=O)C1CCCN1C2=O. The result is 0 (inactive). (3) The drug is Cc1ccc(-c2nnc(-c3nn(-c4ccccc4)c4nc5ccccc5nc34)o2)cc1. The result is 0 (inactive). (4) The result is 0 (inactive). The compound is CC1(C(=O)O)CCC2(C)CCC3(C)C(=CCC4C5(C)CCC(O)C(C)(C)C5CCC43C)C2C1. (5) The compound is COC1=CC(=O)C=C(OC)C1=O. The result is 0 (inactive).